Dataset: Forward reaction prediction with 1.9M reactions from USPTO patents (1976-2016). Task: Predict the product of the given reaction. (1) Given the reactants [C:1]([C:3]1[C:8]([O:9][CH:10]([CH3:12])[CH3:11])=[C:7]([O:13][CH:14]([CH3:16])[CH3:15])[CH:6]=[C:5]([C:17]#[N:18])[C:4]=1[S:19][C:20]1[CH:25]=[CH:24][C:23]([CH2:26][CH2:27][C:28]([OH:30])=[O:29])=[CH:22][CH:21]=1)#[N:2].S(Cl)(Cl)=O.[CH3:35]O, predict the reaction product. The product is: [C:1]([C:3]1[C:8]([O:9][CH:10]([CH3:11])[CH3:12])=[C:7]([O:13][CH:14]([CH3:16])[CH3:15])[CH:6]=[C:5]([C:17]#[N:18])[C:4]=1[S:19][C:20]1[CH:25]=[CH:24][C:23]([CH2:26][CH2:27][C:28]([O:30][CH3:35])=[O:29])=[CH:22][CH:21]=1)#[N:2]. (2) Given the reactants [CH3:1][C:2]1([C:12]([OH:14])=[O:13])[CH2:11][CH2:10][C:5]2([O:9][CH2:8][CH2:7][O:6]2)[CH2:4][CH2:3]1.Cl.[C:16]([O-])(O)=O.[Na+], predict the reaction product. The product is: [CH3:7][O:6][C:5]1([O:9][CH3:8])[CH2:10][CH2:11][C:2]([CH3:1])([C:12]([O:14][CH3:16])=[O:13])[CH2:3][CH2:4]1.